Dataset: Catalyst prediction with 721,799 reactions and 888 catalyst types from USPTO. Task: Predict which catalyst facilitates the given reaction. (1) Reactant: [CH3:1][O:2][C:3]1[CH:8]=[CH:7][C:6]([OH:9])=[CH:5][CH:4]=1.[CH3:10]C(C)([O-])C.[K+].[C:16]([NH:26][C@H:27]([C:32]([N:34]1[CH2:38]C2[O:39][CH:36]2[CH2:35]1)=[O:33])[CH2:28][CH:29]([CH3:31])[CH3:30])([O:18][CH2:19][C:20]1[CH:25]=[CH:24][CH:23]=[CH:22][CH:21]=1)=[O:17]. Product: [OH:39][CH:36]1[CH:1]([O:2][C:3]2[CH:8]=[CH:7][C:6]([O:9][CH3:10])=[CH:5][CH:4]=2)[CH2:38][N:34]([C:32](=[O:33])[C@H:27]([CH2:28][CH:29]([CH3:31])[CH3:30])[NH:26][C:16]([O:18][CH2:19][C:20]2[CH:21]=[CH:22][CH:23]=[CH:24][CH:25]=2)=[O:17])[CH2:35]1. The catalyst class is: 7. (2) Reactant: [F:1][C:2]([F:25])([F:24])[CH2:3][O:4][C:5]1[CH:10]=[CH:9][C:8]([O:11][CH2:12][C:13]([F:16])([F:15])[F:14])=[CH:7][C:6]=1[C:17]1[CH:22]=[CH:21][N:20]=[C:19](N)[N:18]=1.[ClH:26].N([O-])=O.[Na+]. Product: [F:1][C:2]([F:25])([F:24])[CH2:3][O:4][C:5]1[CH:10]=[CH:9][C:8]([O:11][CH2:12][C:13]([F:16])([F:15])[F:14])=[CH:7][C:6]=1[C:17]1[CH:22]=[CH:21][N:20]=[C:19]([Cl:26])[N:18]=1. The catalyst class is: 15.